Dataset: Acute oral toxicity (LD50) regression data from Zhu et al.. Task: Regression/Classification. Given a drug SMILES string, predict its toxicity properties. Task type varies by dataset: regression for continuous values (e.g., LD50, hERG inhibition percentage) or binary classification for toxic/non-toxic outcomes (e.g., AMES mutagenicity, cardiotoxicity, hepatotoxicity). Dataset: ld50_zhu. (1) The compound is COc1cccc(C=Nc2c(C)n(C)n(-c3ccccc3)c2=O)c1. The rat oral LD50 is 1.76, given as -log10 of the dose in mol/kg body weight (higher means more acutely toxic). (2) The drug is COC(=O)C1=C(C)NC(C)=C(C(=O)OCC=Cc2ccccc2)C1c1cccc([N+](=O)[O-])c1. The rat oral LD50 is 2.18, given as -log10 of the dose in mol/kg body weight (higher means more acutely toxic). (3) The compound is CCP(=O)(OC)Oc1ccc(S(C)(=O)=O)cc1. The rat oral LD50 is 5.54, given as -log10 of the dose in mol/kg body weight (higher means more acutely toxic). (4) The molecule is CCC(C)C(CC)C(N)=O. The rat oral LD50 is 2.27, given as -log10 of the dose in mol/kg body weight (higher means more acutely toxic). (5) The compound is O=C1C=CC(=O)N1CCCCCCN1C(=O)C=CC1=O. The rat oral LD50 is 2.70, given as -log10 of the dose in mol/kg body weight (higher means more acutely toxic). (6) The compound is CCc1ccc(=O)n(CSP(=S)(OC)OC)n1. The rat oral LD50 is 3.99, given as -log10 of the dose in mol/kg body weight (higher means more acutely toxic). (7) The rat oral LD50 is 2.87, given as -log10 of the dose in mol/kg body weight (higher means more acutely toxic). The molecule is O=CCCCC=O. (8) The compound is CCNC(=O)C(Cl)=C(C)OP(=O)(OC)OC. The rat oral LD50 is 3.87, given as -log10 of the dose in mol/kg body weight (higher means more acutely toxic). (9) The molecule is COC(=O)Nc1ccc(Cl)c(Cl)c1. The rat oral LD50 is 2.62, given as -log10 of the dose in mol/kg body weight (higher means more acutely toxic). (10) The compound is CCOP(=S)(OCC)OCCSCC. The rat oral LD50 is 4.54, given as -log10 of the dose in mol/kg body weight (higher means more acutely toxic).